This data is from Peptide-MHC class I binding affinity with 185,985 pairs from IEDB/IMGT. The task is: Regression. Given a peptide amino acid sequence and an MHC pseudo amino acid sequence, predict their binding affinity value. This is MHC class I binding data. (1) The peptide sequence is ICSAVPSHW. The MHC is HLA-B15:17 with pseudo-sequence HLA-B15:17. The binding affinity (normalized) is 0.443. (2) The peptide sequence is IPVSTNGKI. The MHC is HLA-B58:01 with pseudo-sequence HLA-B58:01. The binding affinity (normalized) is 0.0847. (3) The peptide sequence is VVQRCASNK. The MHC is HLA-A11:01 with pseudo-sequence HLA-A11:01. The binding affinity (normalized) is 0.403. (4) The peptide sequence is RQYTAFTLP. The MHC is HLA-B27:05 with pseudo-sequence HLA-B27:05. The binding affinity (normalized) is 0.348. (5) The peptide sequence is LILAPTRVV. The MHC is HLA-B15:01 with pseudo-sequence HLA-B15:01. The binding affinity (normalized) is 0.0847. (6) The peptide sequence is HYLHTLWKA. The MHC is Patr-A0701 with pseudo-sequence Patr-A0701. The binding affinity (normalized) is 0.461. (7) The peptide sequence is DVSRPTAVV. The MHC is HLA-A02:01 with pseudo-sequence HLA-A02:01. The binding affinity (normalized) is 0.